Task: Predict the reactants needed to synthesize the given product.. Dataset: Full USPTO retrosynthesis dataset with 1.9M reactions from patents (1976-2016) (1) Given the product [O:27]1[C:23]2[CH:22]=[CH:21][C:20]([C:18](=[O:19])[CH2:17][CH2:16][C:15]([NH:14][C:4]3[CH:3]=[C:2]([C:69]4[CH:70]=[CH:71][C:72]([N:75]5[CH2:76][CH2:77][O:78][CH2:79][CH2:80]5)=[CH:73][CH:74]=4)[CH:7]=[C:6]([C:8]4[CH:13]=[CH:12][CH:11]=[CH:10][CH:9]=4)[N:5]=3)=[O:29])=[CH:28][C:24]=2[CH2:25][CH2:26]1, predict the reactants needed to synthesize it. The reactants are: Cl[C:2]1[CH:7]=[C:6]([C:8]2[CH:13]=[CH:12][CH:11]=[CH:10][CH:9]=2)[N:5]=[C:4]([NH:14][C:15](=[O:29])[CH2:16][CH2:17][C:18]([C:20]2[CH:21]=[CH:22][C:23]3[O:27][CH2:26][CH2:25][C:24]=3[CH:28]=2)=[O:19])[CH:3]=1.C1(C2C=CC=CC=2)C=CC=CC=1P(C1CCCCC1)C1CCCCC1.C(=O)([O-])[O-].[K+].[K+].CC1(C)C(C)(C)OB([C:69]2[CH:74]=[CH:73][C:72]([N:75]3[CH2:80][CH2:79][O:78][CH2:77][CH2:76]3)=[CH:71][CH:70]=2)O1. (2) Given the product [C:53]([O:52][C:50]([N:47]1[CH2:48][CH2:49][C@H:44]([NH:43][C:9]([C:3]2[NH:4][C:5]([CH3:8])=[C:6]([Cl:7])[C:2]=2[Cl:1])=[O:11])[C@H:45]([N:57]2[CH:61]=[CH:60][N:59]=[CH:58]2)[CH2:46]1)=[O:51])([CH3:56])([CH3:54])[CH3:55], predict the reactants needed to synthesize it. The reactants are: [Cl:1][C:2]1[C:6]([Cl:7])=[C:5]([CH3:8])[NH:4][C:3]=1[C:9]([OH:11])=O.C(N(CC)CC)C.CN(C(ON1N=NC2C=CC=NC1=2)=[N+](C)C)C.F[P-](F)(F)(F)(F)F.[NH2:43][C@H:44]1[CH2:49][CH2:48][N:47]([C:50]([O:52][C:53]([CH3:56])([CH3:55])[CH3:54])=[O:51])[CH2:46][C@H:45]1[N:57]1[CH:61]=[CH:60][N:59]=[CH:58]1. (3) Given the product [CH3:1][C:2]1[C:6]([C:7]2[O:8][C:9]3[CH:15]=[CH:14][C:13]([CH2:16][C:17]([NH:53][CH:52]([C:54]4[CH:59]=[CH:58][CH:57]=[CH:56][CH:55]=4)[C:49]4[CH:50]=[CH:51][C:46]([CH3:45])=[CH:47][CH:48]=4)=[O:19])=[CH:12][C:10]=3[CH:11]=2)=[C:5]([CH3:20])[O:4][N:3]=1, predict the reactants needed to synthesize it. The reactants are: [CH3:1][C:2]1[C:6]([C:7]2[O:8][C:9]3[CH:15]=[CH:14][C:13]([CH2:16][C:17]([OH:19])=O)=[CH:12][C:10]=3[CH:11]=2)=[C:5]([CH3:20])[O:4][N:3]=1.CN(C(ON1N=NC2C=CC=NC1=2)=[N+](C)C)C.F[P-](F)(F)(F)(F)F.[CH3:45][C:46]1[CH:51]=[CH:50][C:49]([CH:52]([C:54]2[CH:59]=[CH:58][CH:57]=[CH:56][CH:55]=2)[NH2:53])=[CH:48][CH:47]=1.CN1CCOCC1. (4) Given the product [OH:26][C:23]1[CH:22]=[CH:21][C:20]([C:18]2[O:19][C:11]3[NH:10][CH:15]=[CH:14][C:13](=[O:16])[C:12]=3[C:17]=2[C:34]2[CH:35]=[CH:36][CH:37]=[CH:38][CH:39]=2)=[CH:25][CH:24]=1, predict the reactants needed to synthesize it. The reactants are: [H][H].C([N:10]1[CH:15]=[CH:14][C:13](=[O:16])[C:12]2[C:17]([C:34]3[CH:39]=[CH:38][CH:37]=[CH:36][CH:35]=3)=[C:18]([C:20]3[CH:25]=[CH:24][C:23]([O:26]CC4C=CC=CC=4)=[CH:22][CH:21]=3)[O:19][C:11]1=2)C1C=CC=CC=1.ClCCl.C(O)(=O)C. (5) Given the product [CH:26]1([NH:31][CH2:2][C:3]2[N:8]([CH2:9][CH2:10][CH3:11])[C:7](=[O:12])[N:6]([CH2:13][C:14]3[CH:19]=[CH:18][C:17]([O:20][CH3:21])=[CH:16][CH:15]=3)[C:5](=[O:22])[C:4]=2[N+:23]([O-:25])=[O:24])[CH2:30][CH2:29][CH2:28][CH2:27]1, predict the reactants needed to synthesize it. The reactants are: Br[CH2:2][C:3]1[N:8]([CH2:9][CH2:10][CH3:11])[C:7](=[O:12])[N:6]([CH2:13][C:14]2[CH:19]=[CH:18][C:17]([O:20][CH3:21])=[CH:16][CH:15]=2)[C:5](=[O:22])[C:4]=1[N+:23]([O-:25])=[O:24].[CH:26]1([NH2:31])[CH2:30][CH2:29][CH2:28][CH2:27]1.